This data is from Forward reaction prediction with 1.9M reactions from USPTO patents (1976-2016). The task is: Predict the product of the given reaction. (1) Given the reactants [O:1]1[CH2:6][CH2:5][CH:4]([CH:7]([OH:9])[CH3:8])[CH2:3][CH2:2]1.C(N(CC)CC)C.[CH3:17][S:18](Cl)(=[O:20])=[O:19], predict the reaction product. The product is: [O:1]1[CH2:6][CH2:5][CH:4]([CH:7]([O:9][S:18]([CH3:17])(=[O:20])=[O:19])[CH3:8])[CH2:3][CH2:2]1. (2) Given the reactants [CH3:1][O:2][CH2:3][CH2:4][O:5][CH2:6][O:7][C:8]1[CH:13]=[C:12]([O:14][CH2:15][O:16][CH2:17][CH2:18][O:19][CH3:20])[CH:11]=[C:10]([O:21][C:22]2[CH:27]=[CH:26][C:25]([N+:28]([O-])=O)=[CH:24][CH:23]=2)[C:9]=1[C:31]1[O:35][N:34]=[C:33]([C:36]([NH:38][CH:39]2[CH2:44][CH2:43][N:42]([C:45]([O:47][C:48]([CH3:51])([CH3:50])[CH3:49])=[O:46])[CH2:41][CH2:40]2)=[O:37])[CH:32]=1.[Cl-].[NH4+], predict the reaction product. The product is: [C:48]([O:47][C:45]([N:42]1[CH2:41][CH2:40][CH:39]([NH:38][C:36]([C:33]2[CH:32]=[C:31]([C:9]3[C:10]([O:21][C:22]4[CH:27]=[CH:26][C:25]([NH2:28])=[CH:24][CH:23]=4)=[CH:11][C:12]([O:14][CH2:15][O:16][CH2:17][CH2:18][O:19][CH3:20])=[CH:13][C:8]=3[O:7][CH2:6][O:5][CH2:4][CH2:3][O:2][CH3:1])[O:35][N:34]=2)=[O:37])[CH2:44][CH2:43]1)=[O:46])([CH3:49])([CH3:50])[CH3:51].